The task is: Predict the product of the given reaction.. This data is from Forward reaction prediction with 1.9M reactions from USPTO patents (1976-2016). (1) Given the reactants F[B-](F)(F)F.C([PH+](C(C)(C)C)C(C)(C)C)(C)(C)C.[F:19][C:20]1[CH:25]=[C:24](B(O)O)[CH:23]=[CH:22][N:21]=1.[Br:29][C:30]1[CH:31]=[N:32][CH:33]=[CH:34][C:35]=1[O:36][C:37]1[CH:42]=[CH:41][C:40]([NH:43][C:44]2[C:53]3[C:48](=[CH:49][CH:50]=[CH:51][CH:52]=3)[C:47]([C:54]3[CH:59]=[CH:58][CH:57]=[CH:56][CH:55]=3)=[N:46][N:45]=2)=[CH:39][CH:38]=1.C(=O)([O-])[O-].[Na+].[Na+], predict the reaction product. The product is: [F:19][C:20]1[CH:25]=[C:24]([C:34]2[CH:33]=[N:32][CH:31]=[CH:30][C:35]=2[O:36][C:37]2[CH:38]=[CH:39][C:40]([NH:43][C:44]3[C:53]4[C:48](=[CH:49][CH:50]=[CH:51][CH:52]=4)[C:47]([C:54]4[CH:55]=[CH:56][CH:57]=[CH:58][CH:59]=4)=[N:46][N:45]=3)=[CH:41][CH:42]=2)[CH:23]=[CH:22][N:21]=1.[Br:29][C:30]1[CH:31]=[N:32][CH:33]=[CH:34][C:35]=1[O:36][C:37]1[CH:42]=[CH:41][C:40]([NH:43][C:44]2[C:53]3[C:48](=[CH:49][CH:50]=[CH:51][CH:52]=3)[C:47]([C:54]3[CH:55]=[CH:56][CH:57]=[CH:58][CH:59]=3)=[N:46][N:45]=2)=[CH:39][CH:38]=1. (2) Given the reactants [C:1]([O-:8])(=[O:7])[CH2:2][CH2:3][C:4]([O-:6])=[O:5].[NH4+:9].[NH4+].C(O)CCCCCCCCCCC, predict the reaction product. The product is: [C:1]([O-:8])(=[O:7])[CH2:2][CH2:3][C:4]([O-:6])=[O:5].[NH4+:9].[NH4+:9].[C:1]([OH:8])(=[O:7])[CH2:2][CH2:3][C:4]([OH:6])=[O:5]. (3) The product is: [F:18][C:2]([F:1])([F:17])[C:3]1[CH:15]=[C:14]2[C:6]([C:7]3[CH:8]=[C:9]([NH:16][C:28]([NH2:27])=[S:29])[CH:10]=[CH:11][C:12]=3[NH:13]2)=[CH:5][CH:4]=1. Given the reactants [F:1][C:2]([F:18])([F:17])[C:3]1[CH:15]=[C:14]2[C:6]([C:7]3[CH:8]=[C:9]([NH2:16])[CH:10]=[CH:11][C:12]=3[NH:13]2)=[CH:5][CH:4]=1.C([N:27]=[C:28]=[S:29])(=O)C1C=CC=CC=1.C(NC(N)=S)C1C=CC=CC=1.[OH-].[Na+].Cl, predict the reaction product. (4) Given the reactants [CH3:1][O:2][CH2:3][CH2:4][O:5][CH2:6]Cl.[Cl:8][C:9]1[NH:18][C:17](=[O:19])[C:16]2[C:11](=[CH:12][C:13]([Cl:20])=[CH:14][CH:15]=2)[N:10]=1.CCN(C(C)C)C(C)C.C1COCC1, predict the reaction product. The product is: [Cl:8][C:9]1[N:18]=[C:17]([O:19][CH2:6][O:5][CH2:4][CH2:3][O:2][CH3:1])[C:16]2[C:11](=[CH:12][C:13]([Cl:20])=[CH:14][CH:15]=2)[N:10]=1.